From a dataset of Reaction yield outcomes from USPTO patents with 853,638 reactions. Predict the reaction yield, written as a fraction of the theoretical maximum amount of product (1.0 means a 100% yield; for example, 0.34 means a 34% yield). (1) The reactants are [O:1]1[CH:6]=[CH:5][CH2:4][CH2:3][CH2:2]1.[CH3:7][O:8][P:9]([CH:13]([C:15]1[CH:20]=[CH:19][CH:18]=[C:17]([C:21]#[N:22])[CH:16]=1)[OH:14])(=[O:12])[O:10][CH3:11]. The catalyst is C1(C)C=CC=CC=1.C1(C)C=CC(S(O)(=O)=O)=CC=1. The product is [CH3:7][O:8][P:9]([CH:13]([C:15]1[CH:20]=[CH:19][CH:18]=[C:17]([C:21]#[N:22])[CH:16]=1)[O:14][CH:6]1[CH2:5][CH2:4][CH2:3][CH2:2][O:1]1)(=[O:12])[O:10][CH3:11]. The yield is 1.00. (2) The reactants are [Cl:1][C:2]1[N:7]=[C:6](Cl)[C:5]([Cl:9])=[CH:4][N:3]=1.[N:10]1([C:16]([O:18][C:19]([CH3:22])([CH3:21])[CH3:20])=[O:17])[CH2:15][CH2:14][NH:13][CH2:12][CH2:11]1.CCN(C(C)C)C(C)C. The catalyst is CN(C=O)C.O. The product is [Cl:1][C:2]1[N:7]=[C:6]([N:13]2[CH2:12][CH2:11][N:10]([C:16]([O:18][C:19]([CH3:22])([CH3:21])[CH3:20])=[O:17])[CH2:15][CH2:14]2)[C:5]([Cl:9])=[CH:4][N:3]=1. The yield is 0.510. (3) The reactants are [NH2:1][C:2]1[C:7]([C:8]([C:10]2[CH:11]=[N:12][C:13](F)=[CH:14][CH:15]=2)=[O:9])=[CH:6][C:5](Br)=[CH:4][N:3]=1.[Cl-].[NH4+].C([N:22](CC)CC)C.[CH3:27][O:28][C:29]1[CH:30]=[C:31](B(O)O)[CH:32]=[CH:33][C:34]=1[O:35][CH3:36].C(=O)([O-])[O-].[Na+].[Na+]. The product is [NH2:1][C:2]1[C:7]([C:8]([C:10]2[CH:11]=[N:12][C:13]([NH2:22])=[CH:14][CH:15]=2)=[O:9])=[CH:6][C:5]([C:32]2[CH:31]=[CH:30][C:29]([O:28][CH3:27])=[C:34]([O:35][CH3:36])[CH:33]=2)=[CH:4][N:3]=1. The catalyst is C(O)C.O.Cl[Pd-2](Cl)(P(C1C=CC=CC=1)(C1C=CC=CC=1)C1C=CC=CC=1)P(C1C=CC=CC=1)(C1C=CC=CC=1)C1C=CC=CC=1.C(#N)C. The yield is 0.310. (4) The reactants are [F:1][C:2]1[CH:3]=[C:4]2[C:9](=[CH:10][CH:11]=1)[N:8]=[C:7]([NH:12][C:13](=[O:17])OCC)[C:6]([O:18][CH3:19])=[N:5]2.[CH3:20][O:21][C:22]1[CH:23]=[C:24]([N:32]2[CH2:37][CH2:36][NH:35][CH2:34][CH2:33]2)[CH:25]=[C:26]([O:30][CH3:31])[C:27]=1[O:28][CH3:29]. No catalyst specified. The product is [F:1][C:2]1[CH:3]=[C:4]2[C:9](=[CH:10][CH:11]=1)[N:8]=[C:7]([NH:12][C:13]([N:35]1[CH2:34][CH2:33][N:32]([C:24]3[CH:23]=[C:22]([O:21][CH3:20])[C:27]([O:28][CH3:29])=[C:26]([O:30][CH3:31])[CH:25]=3)[CH2:37][CH2:36]1)=[O:17])[C:6]([O:18][CH3:19])=[N:5]2. The yield is 0.830. (5) The reactants are [CH3:1][C:2]1[O:6][N:5]=[C:4]([NH:7][S:8]([C:11]2[CH:12]=[CH:13][C:14]([NH2:17])=[CH:15][CH:16]=2)(=[O:10])=[O:9])[CH:3]=1.[N+:18]([O-:21])([OH:20])=[O:19]. The product is [CH3:1][C:2]1[O:6][N:5]=[C:4]([NH:7][S:8]([C:11]2[CH:16]=[CH:15][C:14]([NH2:17])=[CH:13][CH:12]=2)(=[O:10])=[O:9])[CH:3]=1.[N+:18]([O-:21])([O-:20])=[O:19]. The yield is 0.600. The catalyst is CO.C(#N)C.